Dataset: Reaction yield outcomes from USPTO patents with 853,638 reactions. Task: Predict the reaction yield, written as a fraction of the theoretical maximum amount of product (1.0 means a 100% yield; for example, 0.34 means a 34% yield). (1) The product is [NH2:1][C:4]1[CH:8]=[C:7]([Cl:9])[S:6][C:5]=1[S:10]([NH:13][CH:14]([CH3:16])[CH3:15])(=[O:11])=[O:12]. The catalyst is C1(C)C=CC=CC=1.[Br-].C([P+](CCCC)(CCCC)CCCC)CCCCCCCCCCCCCCC.O. The yield is 0.230. The reactants are [N:1]([C:4]1[CH:8]=[C:7]([Cl:9])[S:6][C:5]=1[S:10]([NH:13][C:14](C)([CH3:16])[CH3:15])(=[O:12])=[O:11])=[N+]=[N-].[BH4-].[Na+]. (2) The reactants are [CH2:1]([N:8]([CH2:19][C:20]1[CH:25]=[CH:24][CH:23]=[CH:22][CH:21]=1)[C:9]1([C:12]2[CH:17]=[CH:16][C:15](Br)=[CH:14][CH:13]=2)[CH2:11][CH2:10]1)[C:2]1[CH:7]=[CH:6][CH:5]=[CH:4][CH:3]=1.[CH3:26][Si:27]([C:30]#[CH:31])([CH3:29])[CH3:28]. The catalyst is C(N(CC)CC)C.[Cu]I.Cl[Pd](Cl)([P](C1C=CC=CC=1)(C1C=CC=CC=1)C1C=CC=CC=1)[P](C1C=CC=CC=1)(C1C=CC=CC=1)C1C=CC=CC=1. The product is [CH2:1]([N:8]([CH2:19][C:20]1[CH:25]=[CH:24][CH:23]=[CH:22][CH:21]=1)[C:9]1([C:12]2[CH:17]=[CH:16][C:15]([C:31]#[C:30][Si:27]([CH3:29])([CH3:28])[CH3:26])=[CH:14][CH:13]=2)[CH2:11][CH2:10]1)[C:2]1[CH:7]=[CH:6][CH:5]=[CH:4][CH:3]=1. The yield is 0.880. (3) The reactants are Cl.[F:2][C:3]1[CH:12]=[CH:11][C:10]([O:13][CH2:14][CH2:15][CH3:16])=[C:9]2[C:4]=1[C:5](=[O:39])[C:6]([C:23]1[CH:28]=[CH:27][C:26]([O:29][CH2:30][CH2:31][O:32]C3CCCCO3)=[CH:25][CH:24]=1)=[CH:7][N:8]2[CH2:17][C:18]([O:20][CH2:21][CH3:22])=[O:19]. The catalyst is C(O)C. The product is [F:2][C:3]1[CH:12]=[CH:11][C:10]([O:13][CH2:14][CH2:15][CH3:16])=[C:9]2[C:4]=1[C:5](=[O:39])[C:6]([C:23]1[CH:28]=[CH:27][C:26]([O:29][CH2:30][CH2:31][OH:32])=[CH:25][CH:24]=1)=[CH:7][N:8]2[CH2:17][C:18]([O:20][CH2:21][CH3:22])=[O:19]. The yield is 0.890. (4) The reactants are [CH3:1][C:2]1[O:3][C:4]([C:8]2[C:9](=[O:15])[NH:10][C:11](=[O:14])[NH:12][CH:13]=2)=[C:5]([CH3:7])[N:6]=1.C([O-])([O-])=O.[K+].[K+].Br[CH2:23][CH2:24][CH2:25][CH2:26][Cl:27].O. The catalyst is CN(C=O)C. The product is [Cl:27][CH2:26][CH2:25][CH2:24][CH2:23][N:12]1[CH:13]=[C:8]([C:4]2[O:3][C:2]([CH3:1])=[N:6][C:5]=2[CH3:7])[C:9](=[O:15])[NH:10][C:11]1=[O:14]. The yield is 0.470. (5) The reactants are [CH2:1]([C:3]1[CH:12]=[C:11]2[C:6]([CH2:7][CH2:8][CH2:9][C:10]2=O)=[C:5]([F:14])[CH:4]=1)[CH3:2].CN(C)[CH:17]=[O:18].P(Br)(Br)[Br:21]. The catalyst is C(Cl)(Cl)Cl. The product is [Br:21][C:10]1[C:11]2[C:6](=[C:5]([F:14])[CH:4]=[C:3]([CH2:1][CH3:2])[CH:12]=2)[CH2:7][CH2:8][C:9]=1[CH:17]=[O:18]. The yield is 0.640.